From a dataset of Peptide-MHC class I binding affinity with 185,985 pairs from IEDB/IMGT. Regression. Given a peptide amino acid sequence and an MHC pseudo amino acid sequence, predict their binding affinity value. This is MHC class I binding data. (1) The peptide sequence is RQDEVGTPF. The MHC is HLA-A02:03 with pseudo-sequence HLA-A02:03. The binding affinity (normalized) is 0.0847. (2) The peptide sequence is HPEIVIYQY. The MHC is HLA-B18:01 with pseudo-sequence HLA-B18:01. The binding affinity (normalized) is 0.451.